Dataset: Full USPTO retrosynthesis dataset with 1.9M reactions from patents (1976-2016). Task: Predict the reactants needed to synthesize the given product. (1) Given the product [Cl:37][CH2:38][CH2:39][CH2:40][S:41]([NH:1][C:2]1[CH:11]=[C:10]2[C:5]([CH2:6][N:7]([CH2:21][C:22]3[CH:23]=[CH:24][C:25]([O:28][CH3:29])=[CH:26][CH:27]=3)[C:8](=[O:20])[N:9]2[C:12]2[C:17]([Cl:18])=[CH:16][CH:15]=[CH:14][C:13]=2[Cl:19])=[C:4]([C:30]2[CH:35]=[CH:34][CH:33]=[CH:32][C:31]=2[Cl:36])[CH:3]=1)(=[O:43])=[O:42], predict the reactants needed to synthesize it. The reactants are: [NH2:1][C:2]1[CH:11]=[C:10]2[C:5]([CH2:6][N:7]([CH2:21][C:22]3[CH:27]=[CH:26][C:25]([O:28][CH3:29])=[CH:24][CH:23]=3)[C:8](=[O:20])[N:9]2[C:12]2[C:17]([Cl:18])=[CH:16][CH:15]=[CH:14][C:13]=2[Cl:19])=[C:4]([C:30]2[CH:35]=[CH:34][CH:33]=[CH:32][C:31]=2[Cl:36])[CH:3]=1.[Cl:37][CH2:38][CH2:39][CH2:40][S:41](Cl)(=[O:43])=[O:42]. (2) Given the product [F:12][C:6]1[C:5]([F:13])=[C:4]([N:16]2[CH2:21][CH2:20][O:19][CH2:18][CH2:17]2)[C:3]([F:15])=[C:2]([F:1])[C:7]=1[S:8]([NH2:11])(=[O:9])=[O:10], predict the reactants needed to synthesize it. The reactants are: [F:1][C:2]1[C:7]([S:8]([NH2:11])(=[O:10])=[O:9])=[C:6]([F:12])[C:5]([F:13])=[C:4](F)[C:3]=1[F:15].[NH:16]1[CH2:21][CH2:20][O:19][CH2:18][CH2:17]1. (3) Given the product [C:27]([O:31][C:32]([N:34]1[CH2:39][CH2:38][CH:37]([CH2:40][NH:41][C:42](=[O:45])[CH2:43][NH:44][C:22](=[O:23])[C:21]2[CH:20]=[CH:19][C:18]([S:15](=[O:16])(=[O:17])[NH:14][C:9]3[CH:10]=[CH:11][CH:12]=[CH:13][C:8]=3[O:1][C:2]3[CH:7]=[CH:6][CH:5]=[CH:4][CH:3]=3)=[CH:26][CH:25]=2)[CH2:36][CH2:35]1)=[O:33])([CH3:30])([CH3:28])[CH3:29], predict the reactants needed to synthesize it. The reactants are: [O:1]([C:8]1[CH:13]=[CH:12][CH:11]=[CH:10][C:9]=1[NH:14][S:15]([C:18]1[CH:26]=[CH:25][C:21]([C:22](O)=[O:23])=[CH:20][CH:19]=1)(=[O:17])=[O:16])[C:2]1[CH:7]=[CH:6][CH:5]=[CH:4][CH:3]=1.[C:27]([O:31][C:32]([N:34]1[CH2:39][CH2:38][CH:37]([CH2:40][NH:41][C:42](=[O:45])[CH2:43][NH2:44])[CH2:36][CH2:35]1)=[O:33])([CH3:30])([CH3:29])[CH3:28].